From a dataset of Catalyst prediction with 721,799 reactions and 888 catalyst types from USPTO. Predict which catalyst facilitates the given reaction. Product: [CH3:1][O:2][C:3]1[CH:4]=[C:5]2[C:9](=[CH:10][CH:11]=1)[C:8](=[CH:12][C:13]1[CH:18]=[CH:17][C:16]([S:19]([CH3:21])(=[O:31])=[O:20])=[CH:15][CH:14]=1)[C:7]([CH3:22])=[C:6]2[CH2:23][C:24]([OH:26])=[O:25]. Reactant: [CH3:1][O:2][C:3]1[CH:4]=[C:5]2[C:9](=[CH:10][CH:11]=1)[C:8](=[CH:12][C:13]1[CH:18]=[CH:17][C:16]([S:19]([CH3:21])=[O:20])=[CH:15][CH:14]=1)[C:7]([CH3:22])=[C:6]2[CH2:23][C:24]([OH:26])=[O:25].C[O-].[Na+].C(=O)(O)[O-:31].[Na+].OO.Cl. The catalyst class is: 382.